This data is from Reaction yield outcomes from USPTO patents with 853,638 reactions. The task is: Predict the reaction yield, written as a fraction of the theoretical maximum amount of product (1.0 means a 100% yield; for example, 0.34 means a 34% yield). (1) The reactants are [OH:1][C:2]12[CH2:11][CH:6]3[CH2:7][CH:8]([CH2:10][CH:4]([C:5]3=O)[CH2:3]1)[CH2:9]2.[CH3:13][CH:14]([NH2:21])[C:15]1[CH:20]=[CH:19][CH:18]=[CH:17][CH:16]=1.ClCC(O)=O. The catalyst is [Ir].CO. The product is [C:15]1([CH:14]([NH:21][CH:5]2[CH:6]3[CH2:11][C:2]4([OH:1])[CH2:9][CH:8]([CH2:10][CH:4]2[CH2:3]4)[CH2:7]3)[CH3:13])[CH:20]=[CH:19][CH:18]=[CH:17][CH:16]=1. The yield is 0.990. (2) The reactants are [CH3:1][O:2][CH2:3][C@@H:4]1[CH2:8][N:7]([C:9]([O:11][C:12]([CH3:15])([CH3:14])[CH3:13])=[O:10])[C@H:6]([C:16]2[NH:20][C:19]3[C:21]4[C:26]([CH:27]=[CH:28][C:18]=3[N:17]=2)=[CH:25][C:24]2[C:29]3[C:34]([CH2:35][O:36][C:23]=2[CH:22]=4)=[CH:33][C:32](B2OC(C)(C)C(C)(C)O2)=[CH:31][CH:30]=3)[CH2:5]1.Br[C:47]1[NH:51][C:50]([C@@H:52]2[CH2:56][C@H:55]([CH3:57])[CH2:54][N:53]2[C:58](=[O:69])[C@@H:59]([NH:64][C:65](=[O:68])[O:66][CH3:67])[C@@H:60]([CH3:63])[CH2:61][CH3:62])=[N:49][CH:48]=1.C([O-])([O-])=O.[K+].[K+]. The catalyst is CS(C)=O.C1C=CC([P]([Pd]([P](C2C=CC=CC=2)(C2C=CC=CC=2)C2C=CC=CC=2)([P](C2C=CC=CC=2)(C2C=CC=CC=2)C2C=CC=CC=2)[P](C2C=CC=CC=2)(C2C=CC=CC=2)C2C=CC=CC=2)(C2C=CC=CC=2)C2C=CC=CC=2)=CC=1.C1C=CC(P(C2C=CC=CC=2)[C-]2C=CC=C2)=CC=1.C1C=CC(P(C2C=CC=CC=2)[C-]2C=CC=C2)=CC=1.Cl[Pd]Cl.[Fe+2]. The product is [CH3:67][O:66][C:65]([NH:64][C@H:59]([C:58]([N:53]1[CH2:54][C@@H:55]([CH3:57])[CH2:56][C@H:52]1[C:50]1[NH:51][C:47]([C:32]2[CH:33]=[C:34]3[CH2:35][O:36][C:23]4[CH:22]=[C:21]5[C:26]([CH:27]=[CH:28][C:18]6[N:17]=[C:16]([C@@H:6]7[CH2:5][C@H:4]([CH2:3][O:2][CH3:1])[CH2:8][N:7]7[C:9]([O:11][C:12]([CH3:14])([CH3:15])[CH3:13])=[O:10])[NH:20][C:19]=65)=[CH:25][C:24]=4[C:29]3=[CH:30][CH:31]=2)=[CH:48][N:49]=1)=[O:69])[C@@H:60]([CH2:61][CH3:62])[CH3:63])=[O:68]. The yield is 0.620.